Predict the reaction yield, written as a fraction of the theoretical maximum amount of product (1.0 means a 100% yield; for example, 0.34 means a 34% yield). From a dataset of Reaction yield outcomes from USPTO patents with 853,638 reactions. (1) The yield is 0.930. The product is [CH3:1][O:2][C:3](=[O:21])[C:4]1[CH:9]=[CH:8][C:7]([CH3:10])=[C:6]([N:11]2[CH:12]=[C:13]([C:14]3[CH:15]=[N:16][CH:17]=[CH:18][CH:19]=3)[N:23]=[C:22]2[SH:24])[CH:5]=1. The reactants are [CH3:1][O:2][C:3](=[O:21])[C:4]1[CH:9]=[CH:8][C:7]([CH3:10])=[C:6]([NH:11][CH2:12][C:13](=O)[C:14]2[CH:15]=[N:16][CH:17]=[CH:18][CH:19]=2)[CH:5]=1.[C:22]([S-:24])#[N:23].[K+].O.[OH-].[Na+]. The catalyst is CC(O)=O. (2) The reactants are [F:1][C:2]1[CH:8]=[CH:7][C:5]([NH2:6])=[CH:4][CH:3]=1.[C:9](O[C:9]([O:11][C:12]([CH3:15])([CH3:14])[CH3:13])=[O:10])([O:11][C:12]([CH3:15])([CH3:14])[CH3:13])=[O:10]. The catalyst is C1COCC1. The product is [C:12]([O:11][C:9](=[O:10])[NH:6][C:5]1[CH:7]=[CH:8][C:2]([F:1])=[CH:3][CH:4]=1)([CH3:15])([CH3:14])[CH3:13]. The yield is 0.850. (3) The reactants are [NH2:1][C:2]1[C:3]([NH:21][C@@H:22]2[C@H:26]([CH2:27][CH3:28])[CH2:25][C@H:24]([NH:29][S:30]([CH:33]3[CH2:35][CH2:34]3)(=[O:32])=[O:31])[CH2:23]2)=[C:4]2[CH:10]=[CH:9][N:8]([S:11]([C:14]3[CH:20]=[CH:19][C:17]([CH3:18])=[CH:16][CH:15]=3)(=[O:13])=[O:12])[C:5]2=[N:6][CH:7]=1.[N:36]#[C:37]Br. The yield is 0.670. The catalyst is CO. The product is [NH2:36][C:37]1[N:21]([C@@H:22]2[C@H:26]([CH2:27][CH3:28])[CH2:25][C@H:24]([NH:29][S:30]([CH:33]3[CH2:35][CH2:34]3)(=[O:31])=[O:32])[CH2:23]2)[C:3]2=[C:4]3[CH:10]=[CH:9][N:8]([S:11]([C:14]4[CH:15]=[CH:16][C:17]([CH3:18])=[CH:19][CH:20]=4)(=[O:12])=[O:13])[C:5]3=[N:6][CH:7]=[C:2]2[N:1]=1. (4) The reactants are [Br:1][C:2]1[CH:3]=[C:4]2[C:10](I)=[CH:9][N:8]([S:12]([C:15]3[CH:20]=[CH:19][C:18]([CH3:21])=[CH:17][CH:16]=3)(=[O:14])=[O:13])[C:5]2=[N:6][CH:7]=1.[CH3:22][NH:23][C:24]([C:26]1[CH:31]=[CH:30][C:29](B(O)O)=[CH:28][CH:27]=1)=[O:25].C([O-])([O-])=O.[Na+].[Na+].O. The catalyst is CC#N.Cl[Pd](Cl)([P](C1C=CC=CC=1)(C1C=CC=CC=1)C1C=CC=CC=1)[P](C1C=CC=CC=1)(C1C=CC=CC=1)C1C=CC=CC=1. The product is [Br:1][C:2]1[CH:3]=[C:4]2[C:10]([C:29]3[CH:30]=[CH:31][C:26]([C:24]([NH:23][CH3:22])=[O:25])=[CH:27][CH:28]=3)=[CH:9][N:8]([S:12]([C:15]3[CH:20]=[CH:19][C:18]([CH3:21])=[CH:17][CH:16]=3)(=[O:14])=[O:13])[C:5]2=[N:6][CH:7]=1. The yield is 1.21.